Task: Predict the product of the given reaction.. Dataset: Forward reaction prediction with 1.9M reactions from USPTO patents (1976-2016) (1) Given the reactants [CH2:1]([N:8]1[C:13](=[O:14])[CH:12]=[C:11]2[S:15][CH:16]=[CH:17][N:10]2[C:9]1=[O:18])[C:2]1[CH:7]=[CH:6][CH:5]=[CH:4][CH:3]=1.C[Si](C)(C)N[Si](C)(C)C.[Li].[CH:29](=[O:36])[C:30]1[CH:35]=[CH:34][CH:33]=[CH:32][CH:31]=1, predict the reaction product. The product is: [CH2:1]([N:8]1[C:13](=[O:14])[CH:12]=[C:11]2[S:15][C:16]([CH:29]([OH:36])[C:30]3[CH:35]=[CH:34][CH:33]=[CH:32][CH:31]=3)=[CH:17][N:10]2[C:9]1=[O:18])[C:2]1[CH:3]=[CH:4][CH:5]=[CH:6][CH:7]=1. (2) Given the reactants [Cl:1][C:2]1[N:10]=[C:9]2[C:5]([N:6]=[C:7]([C:12]3([OH:18])[CH2:17]COCC3)[N:8]2[CH3:11])=[C:4]([N:19]2[CH2:24][CH2:23][O:22][CH2:21][C@@H:20]2[CH3:25])[N:3]=1.[O:26]1CC(=O)[CH2:27]1, predict the reaction product. The product is: [Cl:1][C:2]1[N:10]=[C:9]2[C:5]([N:6]=[C:7]([C:12]3([OH:18])[CH2:17][O:26][CH2:27]3)[N:8]2[CH3:11])=[C:4]([N:19]2[CH2:24][CH2:23][O:22][CH2:21][C@@H:20]2[CH3:25])[N:3]=1. (3) Given the reactants [F:1][C:2]([F:44])([F:43])[O:3][C:4]1[CH:5]=[C:6]([C@@H:10]([NH:12][C:13]([C:15]2[C:23]3[C:18](=[N:19][CH:20]=[C:21]([C:24]4[C:32]5[C:27](=[CH:28][C:29]([F:33])=[CH:30][CH:31]=5)[N:26]([CH3:34])[N:25]=4)[N:22]=3)[N:17](COCC[Si](C)(C)C)[CH:16]=2)=[O:14])[CH3:11])[CH:7]=[CH:8][CH:9]=1.FC(F)(F)C(O)=O.C(N)CN, predict the reaction product. The product is: [F:44][C:2]([F:1])([F:43])[O:3][C:4]1[CH:5]=[C:6]([C@@H:10]([NH:12][C:13]([C:15]2[C:23]3[C:18](=[N:19][CH:20]=[C:21]([C:24]4[C:32]5[C:27](=[CH:28][C:29]([F:33])=[CH:30][CH:31]=5)[N:26]([CH3:34])[N:25]=4)[N:22]=3)[NH:17][CH:16]=2)=[O:14])[CH3:11])[CH:7]=[CH:8][CH:9]=1. (4) Given the reactants [Br:1][C:2]1[N:6]2[N:7]=[C:8](Cl)[CH:9]=[CH:10][C:5]2=[N:4][CH:3]=1.[C:12]1([CH2:18][NH2:19])[CH:17]=[CH:16][CH:15]=[CH:14][CH:13]=1.[F-].[K+], predict the reaction product. The product is: [CH2:18]([NH:19][C:8]1[CH:9]=[CH:10][C:5]2[N:6]([C:2]([Br:1])=[CH:3][N:4]=2)[N:7]=1)[C:12]1[CH:17]=[CH:16][CH:15]=[CH:14][CH:13]=1. (5) Given the reactants C[O:2][C:3](=[O:33])[CH:4]([OH:32])[C:5]1[CH:10]=[CH:9][CH:8]=[CH:7][C:6]=1[C:11]1[CH:31]=[CH:30][C:14]2[NH:15][C:16]([CH2:18][O:19][C:20]3[CH:25]=[CH:24][C:23]([C:26]([F:29])([F:28])[F:27])=[CH:22][CH:21]=3)=[N:17][C:13]=2[CH:12]=1.CO.[OH-].[Li+].Cl, predict the reaction product. The product is: [OH:32][CH:4]([C:5]1[CH:10]=[CH:9][CH:8]=[CH:7][C:6]=1[C:11]1[CH:31]=[CH:30][C:14]2[NH:15][C:16]([CH2:18][O:19][C:20]3[CH:25]=[CH:24][C:23]([C:26]([F:28])([F:29])[F:27])=[CH:22][CH:21]=3)=[N:17][C:13]=2[CH:12]=1)[C:3]([OH:33])=[O:2]. (6) The product is: [Br:1][C:2]1[CH:3]=[C:4]2[C:8](=[CH:9][CH:10]=1)[N:7]([CH2:11][O:12][C:13]1[CH:18]=[CH:17][C:16]([CH:19]([C:25]#[C:26][CH3:27])[CH2:20][C:21]([OH:23])=[O:22])=[CH:15][CH:14]=1)[C:6](=[O:28])[C:5]2([CH3:30])[CH3:29]. Given the reactants [Br:1][C:2]1[CH:3]=[C:4]2[C:8](=[CH:9][CH:10]=1)[N:7]([CH2:11][O:12][C:13]1[CH:18]=[CH:17][C:16]([CH:19]([C:25]#[C:26][CH3:27])[CH2:20][C:21]([O:23]C)=[O:22])=[CH:15][CH:14]=1)[C:6](=[O:28])[C:5]2([CH3:30])[CH3:29].Cl.O, predict the reaction product. (7) Given the reactants [F:1][C:2]1[CH:36]=[CH:35][CH:34]=[CH:33][C:3]=1[CH2:4][NH:5][C:6]([NH:8][NH:9][C:10](=O)[CH2:11][O:12][C:13]([C:26]1[CH:31]=[CH:30][CH:29]=[CH:28][CH:27]=1)([C:20]1[CH:25]=[CH:24][CH:23]=[CH:22][CH:21]=1)[C:14]1[CH:19]=[CH:18][CH:17]=[CH:16][CH:15]=1)=[O:7].[OH-].[K+].Cl, predict the reaction product. The product is: [F:1][C:2]1[CH:36]=[CH:35][CH:34]=[CH:33][C:3]=1[CH2:4][N:5]1[C:6](=[O:7])[NH:8][N:9]=[C:10]1[CH2:11][O:12][C:13]([C:20]1[CH:21]=[CH:22][CH:23]=[CH:24][CH:25]=1)([C:14]1[CH:15]=[CH:16][CH:17]=[CH:18][CH:19]=1)[C:26]1[CH:31]=[CH:30][CH:29]=[CH:28][CH:27]=1. (8) Given the reactants CC1(C)CCCC(C)(C)N1.[Li]CCCC.[CH3:16][O:17][C:18]1[CH:23]=[CH:22][N:21]=[CH:20][N:19]=1.[CH2:24]([Sn:28]([CH2:34][CH2:35][CH2:36][CH3:37])([CH2:30][CH2:31][CH2:32][CH3:33])Cl)[CH2:25][CH2:26][CH3:27], predict the reaction product. The product is: [CH3:16][O:17][C:18]1[C:23]([Sn:28]([CH2:30][CH2:31][CH2:32][CH3:33])([CH2:34][CH2:35][CH2:36][CH3:37])[CH2:24][CH2:25][CH2:26][CH3:27])=[CH:22][N:21]=[CH:20][N:19]=1. (9) Given the reactants I[C:2]1[CH:7]=[CH:6][C:5]([N:8]2[CH:13]=[CH:12][CH:11]=[CH:10]/[C:9]/2=[N:14]\[C:15]#[N:16])=[CH:4][CH:3]=1.[Cl:17][C:18]1[S:22][C:21]([C:23]([NH:25][CH2:26][C:27]2[N:28]=[CH:29][NH:30][CH:31]=2)=[O:24])=[CH:20][CH:19]=1.OC1C=CC=C2C=1N=CC=C2.C([O-])([O-])=O.[K+].[K+], predict the reaction product. The product is: [Cl:17][C:18]1[S:22][C:21]([C:23]([NH:25][CH2:26][C:27]2[N:28]=[CH:29][N:30]([C:2]3[CH:7]=[CH:6][C:5]([N:8]4[CH:13]=[CH:12][CH:11]=[CH:10]/[C:9]/4=[N:14]\[C:15]#[N:16])=[CH:4][CH:3]=3)[CH:31]=2)=[O:24])=[CH:20][CH:19]=1.